The task is: Predict the reactants needed to synthesize the given product.. This data is from Full USPTO retrosynthesis dataset with 1.9M reactions from patents (1976-2016). (1) Given the product [C:28]([O:27][C:25]([N:21]1[CH2:22][CH2:23][CH2:24][C@H:20]1[C:18]1[NH:19][C:15]([C:12]2[CH:13]=[CH:14][C:9]([C:34]3[CH:39]=[CH:38][C:37]([C:40]4[NH:44][N:43]=[C:42]([C@@H:45]5[CH2:49][CH2:48][CH2:47][N:46]5[C:50]([O:52][C:53]([CH3:56])([CH3:55])[CH3:54])=[O:51])[CH:41]=4)=[CH:36][CH:35]=3)=[CH:10][CH:11]=2)=[CH:16][N:17]=1)=[O:26])([CH3:31])([CH3:29])[CH3:30], predict the reactants needed to synthesize it. The reactants are: CC1(C)C(C)(C)OB([C:9]2[CH:14]=[CH:13][C:12]([C:15]3[NH:19][C:18]([C@@H:20]4[CH2:24][CH2:23][CH2:22][N:21]4[C:25]([O:27][C:28]([CH3:31])([CH3:30])[CH3:29])=[O:26])=[N:17][CH:16]=3)=[CH:11][CH:10]=2)O1.I[C:34]1[CH:39]=[CH:38][C:37]([C:40]2[NH:44][N:43]=[C:42]([C@@H:45]3[CH2:49][CH2:48][CH2:47][N:46]3[C:50]([O:52][C:53]([CH3:56])([CH3:55])[CH3:54])=[O:51])[CH:41]=2)=[CH:36][CH:35]=1.C([O-])(O)=O.[Na+]. (2) Given the product [CH3:14][O:12][C:11](=[O:13])[CH2:10][C:5]1[CH:6]=[CH:7][CH:8]=[CH:9][C:4]=1[N+:1]([O-:3])=[O:2], predict the reactants needed to synthesize it. The reactants are: [N+:1]([C:4]1[CH:9]=[CH:8][CH:7]=[CH:6][C:5]=1[CH2:10][C:11]([OH:13])=[O:12])([O-:3])=[O:2].[CH3:14]O. (3) Given the product [N+:19]([C:14]1[CH:15]=[CH:16][CH:17]=[CH:18][C:13]=1[S:10]([NH:9][C:5]1([C:3]([OH:4])=[O:2])[CH2:6][CH2:7][CH2:8]1)(=[O:12])=[O:11])([O-:21])=[O:20], predict the reactants needed to synthesize it. The reactants are: C[O:2][C:3]([C:5]1([NH:9][S:10]([C:13]2[CH:18]=[CH:17][CH:16]=[CH:15][C:14]=2[N+:19]([O-:21])=[O:20])(=[O:12])=[O:11])[CH2:8][CH2:7][CH2:6]1)=[O:4].C1COCC1.CO.O[Li].O.